This data is from Reaction yield outcomes from USPTO patents with 853,638 reactions. The task is: Predict the reaction yield, written as a fraction of the theoretical maximum amount of product (1.0 means a 100% yield; for example, 0.34 means a 34% yield). (1) The reactants are Br[C:2]1[CH:3]=[C:4]([CH3:12])[C:5]([NH:8]C(=O)C)=[N:6][CH:7]=1.[C:13]([O:17][C:18]([N:20]1[CH2:25][CH2:24][CH:23]([NH2:26])[CH2:22][CH2:21]1)=[O:19])([CH3:16])([CH3:15])[CH3:14].O(C(C)(C)C)[K].C1(P(C2CCCCC2)C2C=CC=CC=2C2C(C(C)C)=CC(C(C)C)=CC=2C(C)C)CCCCC1. The catalyst is C1(C)C=CC=CC=1.C1C=CC(/C=C/C(/C=C/C2C=CC=CC=2)=O)=CC=1.C1C=CC(/C=C/C(/C=C/C2C=CC=CC=2)=O)=CC=1.C1C=CC(/C=C/C(/C=C/C2C=CC=CC=2)=O)=CC=1.[Pd].[Pd]. The product is [C:13]([O:17][C:18]([N:20]1[CH2:25][CH2:24][CH:23]([NH:26][C:2]2[CH:7]=[N:6][C:5]([NH2:8])=[C:4]([CH3:12])[CH:3]=2)[CH2:22][CH2:21]1)=[O:19])([CH3:16])([CH3:14])[CH3:15]. The yield is 0.450. (2) The reactants are [Cl:1][C:2]1[N:7]=[C:6]([C:8]#[CH:9])[CH:5]=[CH:4][N:3]=1.[N:10]([CH2:13][C:14]1[CH:19]=[CH:18][C:17]([O:20][CH3:21])=[CH:16][CH:15]=1)=[N+:11]=[N-:12].O=C1O[C@H]([C@H](CO)O)C([O-])=C1O.[Na+]. The catalyst is O.O.O.O.O.S([O-])([O-])(=O)=O.[Cu+2].O.CC(O)(C)C. The product is [Cl:1][C:2]1[N:7]=[C:6]([C:8]2[N:12]=[N:11][N:10]([CH2:13][C:14]3[CH:19]=[CH:18][C:17]([O:20][CH3:21])=[CH:16][CH:15]=3)[CH:9]=2)[CH:5]=[CH:4][N:3]=1. The yield is 0.590.